This data is from Forward reaction prediction with 1.9M reactions from USPTO patents (1976-2016). The task is: Predict the product of the given reaction. (1) The product is: [CH:38]([O:37][C:35]([N:24]1[CH2:25][CH2:26][CH:21]([O:20][C:18]2[CH:19]=[C:14]([N:10]3[C:11]4[C:7](=[CH:6][C:5]([S:2]([CH3:1])(=[O:4])=[O:3])=[CH:13][CH:12]=4)[CH2:8][CH2:9]3)[N:15]=[CH:16][N:17]=2)[CH2:22][CH2:23]1)=[O:36])([CH3:40])[CH3:39]. Given the reactants [CH3:1][S:2]([C:5]1[CH:6]=[C:7]2[C:11](=[CH:12][CH:13]=1)[N:10]([C:14]1[CH:19]=[C:18]([O:20][CH:21]3[CH2:26][CH2:25][NH:24][CH2:23][CH2:22]3)[N:17]=[CH:16][N:15]=1)[CH2:9][CH2:8]2)(=[O:4])=[O:3].C(N(CC)CC)C.Cl[C:35]([O:37][CH:38]([CH3:40])[CH3:39])=[O:36], predict the reaction product. (2) Given the reactants [CH2:1]([O:8][C:9]1[CH:26]=[CH:25][C:12]([O:13][C:14]2[CH:24]=[CH:23][C:17]([O:18][CH2:19][C@@H:20]([NH2:22])[CH3:21])=[CH:16][CH:15]=2)=[CH:11][CH:10]=1)[C:2]1[CH:7]=[CH:6][CH:5]=[CH:4][CH:3]=1.[C:27](OC(=O)C)(=[O:29])[CH3:28], predict the reaction product. The product is: [CH2:1]([O:8][C:9]1[CH:26]=[CH:25][C:12]([O:13][C:14]2[CH:24]=[CH:23][C:17]([O:18][CH2:19][C@@H:20]([NH:22][C:27](=[O:29])[CH3:28])[CH3:21])=[CH:16][CH:15]=2)=[CH:11][CH:10]=1)[C:2]1[CH:3]=[CH:4][CH:5]=[CH:6][CH:7]=1.